From a dataset of Catalyst prediction with 721,799 reactions and 888 catalyst types from USPTO. Predict which catalyst facilitates the given reaction. Reactant: [Cl:1][C:2]1[CH:7]=[CH:6][C:5]([NH:8][C:9]2[C:14]([C:15]([OH:17])=O)=[CH:13][N:12]=[CH:11][CH:10]=2)=[CH:4][CH:3]=1.CCN=C=NCCCN(C)C.C1C=CC2N(O)N=NC=2C=1.CCN(C(C)C)C(C)C.[CH3:48][C:49]([NH2:53])([C:51]#[CH:52])[CH3:50]. Product: [Cl:1][C:2]1[CH:3]=[CH:4][C:5]([NH:8][C:9]2[C:14]([C:15]([NH:53][C:49]([CH3:50])([C:51]#[CH:52])[CH3:48])=[O:17])=[CH:13][N:12]=[CH:11][CH:10]=2)=[CH:6][CH:7]=1. The catalyst class is: 2.